Dataset: Catalyst prediction with 721,799 reactions and 888 catalyst types from USPTO. Task: Predict which catalyst facilitates the given reaction. (1) Reactant: [NH2:1][C:2]1[CH:7]=[CH:6][C:5]([CH:8]2[CH2:12][CH2:11][N:10]([C:13]([O:15][C:16]([CH3:19])([CH3:18])[CH3:17])=[O:14])[CH2:9]2)=[CH:4][CH:3]=1.C1C(=O)N([Cl:27])C(=O)C1.CCOC(C)=O. The catalyst class is: 3. Product: [NH2:1][C:2]1[CH:3]=[CH:4][C:5]([CH:8]2[CH2:12][CH2:11][N:10]([C:13]([O:15][C:16]([CH3:19])([CH3:18])[CH3:17])=[O:14])[CH2:9]2)=[CH:6][C:7]=1[Cl:27]. (2) Reactant: [CH3:1][C:2]1[CH:11]=[CH:10][C:9]2[CH:8]=[CH:7][NH:6][C:5](=[O:12])[C:4]=2[N:3]=1.[I:13]N1C(=O)CCC1=O. Product: [I:13][C:8]1[C:9]2[CH:10]=[CH:11][C:2]([CH3:1])=[N:3][C:4]=2[C:5](=[O:12])[NH:6][CH:7]=1. The catalyst class is: 10. (3) Reactant: [Na].C(O)C.[Cl:5][C:6]1[CH:11]=[CH:10][C:9](/[CH:12]=[CH:13]/[C:14](=[O:16])[CH3:15])=[C:8]([F:17])[CH:7]=1.[C:18](OCC)(=[O:24])[C:19]([O:21][CH2:22][CH3:23])=[O:20]. Product: [CH2:22]([O:21][C:19](=[O:20])[C:18](=[O:24])[CH2:15][C:14](=[O:16])/[CH:13]=[CH:12]/[C:9]1[CH:10]=[CH:11][C:6]([Cl:5])=[CH:7][C:8]=1[F:17])[CH3:23]. The catalyst class is: 28. (4) Reactant: [CH:1]([C:3]1[S:7][C:6](/[CH:8]=[CH:9]/[C:10]([OH:12])=O)=[CH:5][C:4]=1[CH3:13])=[O:2].[F:14][C:15]([F:29])([F:28])[CH:16]([C:18]1[CH:23]=[CH:22][CH:21]=[C:20]([C:24]([F:27])([F:26])[F:25])[CH:19]=1)[NH2:17].CN(C(ON1N=NC2C=CC=NC1=2)=[N+](C)C)C.F[P-](F)(F)(F)(F)F.O. Product: [CH:1]([C:3]1[S:7][C:6](/[CH:8]=[CH:9]/[C:10]([NH:17][CH:16]([C:18]2[CH:23]=[CH:22][CH:21]=[C:20]([C:24]([F:25])([F:26])[F:27])[CH:19]=2)[C:15]([F:29])([F:28])[F:14])=[O:12])=[CH:5][C:4]=1[CH3:13])=[O:2]. The catalyst class is: 1. (5) Reactant: [NH2:1][S:2]([N:5]1[CH2:8][CH:7]([NH:9][C:10](=[O:16])[O:11][C:12]([CH3:15])([CH3:14])[CH3:13])[CH2:6]1)(=[O:4])=[O:3].C1(P(C2CCCCC2)C2C=CC=CC=2C2C(C(C)C)=CC(C(C)C)=CC=2C(C)C)CCCCC1.C(=O)([O-])[O-].[Cs+].[Cs+].Cl[C:58]1[CH:63]=[C:62]([O:64][CH3:65])[N:61]=[C:60]([S:66][CH2:67][C:68]2[CH:73]=[CH:72][CH:71]=[C:70]([F:74])[C:69]=2[F:75])[N:59]=1.[Cl-].[NH4+]. Product: [F:75][C:69]1[C:70]([F:74])=[CH:71][CH:72]=[CH:73][C:68]=1[CH2:67][S:66][C:60]1[N:59]=[C:58]([NH:1][S:2]([N:5]2[CH2:8][CH:7]([NH:9][C:10](=[O:16])[O:11][C:12]([CH3:13])([CH3:15])[CH3:14])[CH2:6]2)(=[O:4])=[O:3])[CH:63]=[C:62]([O:64][CH3:65])[N:61]=1. The catalyst class is: 62. (6) Reactant: [Cl:1][C:2]1[CH:3]=[C:4]([CH2:9][C:10](Cl)=[O:11])[CH:5]=[CH:6][C:7]=1[Cl:8].[NH2:13][C:14]1[S:15][C:16]2[CH:22]=[C:21]([C:23]([F:26])([F:25])[F:24])[CH:20]=[CH:19][C:17]=2[N:18]=1. Product: [F:26][C:23]([F:24])([F:25])[C:21]1[CH:20]=[CH:19][C:17]2[N:18]=[C:14]([NH:13][C:10](=[O:11])[CH2:9][C:4]3[CH:5]=[CH:6][C:7]([Cl:8])=[C:2]([Cl:1])[CH:3]=3)[S:15][C:16]=2[CH:22]=1. The catalyst class is: 1. (7) Reactant: C([O:4][CH2:5][C:6]1[C:15]([C:16]2[CH:21]=[CH:20][CH:19]=[C:18]([NH:22][C:23](=[O:26])[CH:24]=[CH2:25])[CH:17]=2)=[C:14]2[C:9]([CH:10]=[N:11][C:12]([NH:27][C:28]3[CH:33]=[CH:32][C:31]([N:34]4[CH2:39][CH2:38][N:37]([CH3:40])[CH2:36][CH2:35]4)=[CH:30][CH:29]=3)=[N:13]2)=[CH:8][CH:7]=1)(=O)C.[OH-].[Na+]. Product: [OH:4][CH2:5][C:6]1[C:15]([C:16]2[CH:17]=[C:18]([NH:22][C:23](=[O:26])[CH:24]=[CH2:25])[CH:19]=[CH:20][CH:21]=2)=[C:14]2[C:9]([CH:10]=[N:11][C:12]([NH:27][C:28]3[CH:33]=[CH:32][C:31]([N:34]4[CH2:39][CH2:38][N:37]([CH3:40])[CH2:36][CH2:35]4)=[CH:30][CH:29]=3)=[N:13]2)=[CH:8][CH:7]=1. The catalyst class is: 721. (8) The catalyst class is: 19. Reactant: [CH3:1][O:2][C:3]1[C:12]([O:13][CH3:14])=[C:11]([O:15][CH3:16])[CH:10]=[C:9]2[C:4]=1[CH:5]=[CH:6][C:7]([CH:17]=[CH:18][C:19]([O:21][CH2:22][CH3:23])=[O:20])=[CH:8]2. Product: [CH3:1][O:2][C:3]1[C:12]([O:13][CH3:14])=[C:11]([O:15][CH3:16])[CH:10]=[C:9]2[C:4]=1[CH:5]=[CH:6][C:7]([CH2:17][CH2:18][C:19]([O:21][CH2:22][CH3:23])=[O:20])=[CH:8]2.